From a dataset of Forward reaction prediction with 1.9M reactions from USPTO patents (1976-2016). Predict the product of the given reaction. Given the reactants [CH2:1]([O:8][C:9]1[CH:14]=[CH:13][C:12]([CH2:15][C:16]2[C:17](=[O:25])[NH:18][NH:19][C:20]=2[C:21]([F:24])([F:23])[F:22])=[C:11]([CH3:26])[CH:10]=1)[C:2]1[CH:7]=[CH:6][CH:5]=[CH:4][CH:3]=1.[CH3:27][C:28]([O:30][CH2:31][C@H:32]1[O:37][C@H:36](Br)[C@H:35]([O:39][C:40]([CH3:42])=[O:41])[C@@H:34]([O:43][C:44]([CH3:46])=[O:45])[C@H:33]1[O:47][C:48]([CH3:50])=[O:49])=[O:29].C(=O)([O-])[O-].[K+].[K+].O, predict the reaction product. The product is: [C:40]([O:39][C@@H:35]1[C@@H:34]([O:43][C:44](=[O:45])[CH3:46])[C@@H:33]([O:47][C:48](=[O:49])[CH3:50])[C@@H:32]([CH2:31][O:30][C:28](=[O:29])[CH3:27])[O:37][C@H:36]1[O:25][C:17]1[C:16]([CH2:15][C:12]2[CH:13]=[CH:14][C:9]([O:8][CH2:1][C:2]3[CH:3]=[CH:4][CH:5]=[CH:6][CH:7]=3)=[CH:10][C:11]=2[CH3:26])=[C:20]([C:21]([F:24])([F:23])[F:22])[NH:19][N:18]=1)(=[O:41])[CH3:42].